Regression. Given a peptide amino acid sequence and an MHC pseudo amino acid sequence, predict their binding affinity value. This is MHC class I binding data. From a dataset of Peptide-MHC class I binding affinity with 185,985 pairs from IEDB/IMGT. (1) The peptide sequence is LPVFATIGL. The MHC is HLA-A11:01 with pseudo-sequence HLA-A11:01. The binding affinity (normalized) is 0.0847. (2) The peptide sequence is TLNEYKQLY. The MHC is HLA-A03:01 with pseudo-sequence HLA-A03:01. The binding affinity (normalized) is 0.627. (3) The peptide sequence is RIKTRLFTI. The MHC is BoLA-HD6 with pseudo-sequence BoLA-HD6. The binding affinity (normalized) is 0.0641. (4) The binding affinity (normalized) is 0.0352. The MHC is H-2-Kb with pseudo-sequence H-2-Kb. The peptide sequence is GQPQNGQFI. (5) The peptide sequence is FNPMIVELA. The MHC is HLA-A02:02 with pseudo-sequence HLA-A02:02. The binding affinity (normalized) is 0.368. (6) The peptide sequence is EVRKAIEFV. The MHC is HLA-A24:03 with pseudo-sequence HLA-A24:03. The binding affinity (normalized) is 0.0847. (7) The peptide sequence is FANYGFTLA. The MHC is HLA-A68:02 with pseudo-sequence HLA-A68:02. The binding affinity (normalized) is 0.316. (8) The peptide sequence is FRDYVDRFYK. The MHC is HLA-A03:01 with pseudo-sequence HLA-A03:01. The binding affinity (normalized) is 0.330. (9) The peptide sequence is IVKYKQYLK. The MHC is HLA-B08:02 with pseudo-sequence HLA-B08:02. The binding affinity (normalized) is 0.0847. (10) The peptide sequence is YPLHEQYGM. The MHC is HLA-A11:01 with pseudo-sequence HLA-A11:01. The binding affinity (normalized) is 0.